Dataset: Forward reaction prediction with 1.9M reactions from USPTO patents (1976-2016). Task: Predict the product of the given reaction. Given the reactants [F:1][C:2]1[CH:8]=[C:7]([N+:9]([O-:11])=[O:10])[CH:6]=[CH:5][C:3]=1[NH2:4].C([O-])([O-])=O.[Cs+].[Cs+].Cl[CH2:19][CH2:20][CH2:21][CH:22]1[CH2:26][CH2:25][CH2:24][O:23]1.N#N, predict the reaction product. The product is: [F:1][C:2]1[CH:8]=[C:7]([N+:9]([O-:11])=[O:10])[CH:6]=[CH:5][C:3]=1[NH:4][CH2:19][CH2:20][CH2:21][CH:22]1[CH2:26][CH2:25][CH2:24][O:23]1.